Dataset: Reaction yield outcomes from USPTO patents with 853,638 reactions. Task: Predict the reaction yield, written as a fraction of the theoretical maximum amount of product (1.0 means a 100% yield; for example, 0.34 means a 34% yield). (1) The reactants are Cl[C:2]1[N:7]([CH2:8][CH2:9][CH2:10][O:11][CH3:12])[C:6](=[O:13])[CH:5]=[C:4]([Cl:14])[N:3]=1.[C:15]([O:19][C:20](=[O:28])[NH:21][CH:22]1[CH2:27][CH2:26][NH:25][CH2:24][CH2:23]1)([CH3:18])([CH3:17])[CH3:16].CCN(C(C)C)C(C)C. The catalyst is CN(C=O)C. The product is [C:15]([O:19][C:20](=[O:28])[NH:21][CH:22]1[CH2:27][CH2:26][N:25]([C:2]2[N:7]([CH2:8][CH2:9][CH2:10][O:11][CH3:12])[C:6](=[O:13])[CH:5]=[C:4]([Cl:14])[N:3]=2)[CH2:24][CH2:23]1)([CH3:18])([CH3:16])[CH3:17]. The yield is 0.750. (2) The reactants are [C:1]1([C:7]2([C:14]3[CH:19]=[CH:18][CH:17]=[CH:16][CH:15]=3)[O:13][CH:8]2[C:9]([O:11][CH3:12])=[O:10])[CH:6]=[CH:5][CH:4]=[CH:3][CH:2]=1.[Cu][C:21]#N.C[Li]. The yield is 0.160. The product is [OH:13][CH:8]([C:7]([C:14]1[CH:19]=[CH:18][CH:17]=[CH:16][CH:15]=1)([C:1]1[CH:6]=[CH:5][CH:4]=[CH:3][CH:2]=1)[CH3:21])[C:9]([O:11][CH3:12])=[O:10]. The catalyst is CCOCC.O. (3) The reactants are [Cl:1][C:2]1[C:35]([F:36])=[CH:34][CH:33]=[CH:32][C:3]=1[CH2:4][NH:5][C:6](=[O:31])[N:7]([C@H:9]([CH2:15][O:16][C:17](=[O:30])[NH:18][C:19]1[N:20]=[CH:21][C:22]2[C:27]([CH:28]=1)=[CH:26][C:25]([F:29])=[CH:24][CH:23]=2)[CH2:10][CH2:11][C:12](O)=[O:13])[CH3:8].CN(C(ON1N=NC2C=CC=CC1=2)=[N+](C)C)C.F[P-](F)(F)(F)(F)F.[C:61]([O:65][C:66]([N:68]1[CH2:73][CH2:72][NH:71][CH2:70][CH2:69]1)=[O:67])([CH3:64])([CH3:63])[CH3:62].CCN(C(C)C)C(C)C. The catalyst is CN(C=O)C. The product is [Cl:1][C:2]1[C:35]([F:36])=[CH:34][CH:33]=[CH:32][C:3]=1[CH2:4][NH:5][C:6](=[O:31])[N:7]([C@H:9]([CH2:15][O:16][C:17](=[O:30])[NH:18][C:19]1[N:20]=[CH:21][C:22]2[C:27]([CH:28]=1)=[CH:26][C:25]([F:29])=[CH:24][CH:23]=2)[CH2:10][CH2:11][C:12]([N:71]1[CH2:72][CH2:73][N:68]([C:66]([O:65][C:61]([CH3:64])([CH3:62])[CH3:63])=[O:67])[CH2:69][CH2:70]1)=[O:13])[CH3:8]. The yield is 0.550. (4) The reactants are S(S([O-])=O)([O-])=O.[Na+].[Na+].[CH2:9]([C:11]1[CH:16]=[C:15]([N+:17]([O-])=O)[CH:14]=[C:13]([CH2:20][CH3:21])[C:12]=1[NH:22][S:23]([C:26]1[CH:31]=[CH:30][C:29]([CH3:32])=[CH:28][CH:27]=1)(=[O:25])=[O:24])[CH3:10].C(=O)([O-])[O-].[K+].[K+]. The catalyst is O.O1CCCC1. The product is [NH2:17][C:15]1[CH:16]=[C:11]([CH2:9][CH3:10])[C:12]([NH:22][S:23]([C:26]2[CH:31]=[CH:30][C:29]([CH3:32])=[CH:28][CH:27]=2)(=[O:25])=[O:24])=[C:13]([CH2:20][CH3:21])[CH:14]=1. The yield is 0.250. (5) The reactants are [NH2:1][CH2:2][C@@:3]1([OH:11])[CH:8]2[CH2:9][CH2:10][N:5]([CH2:6][CH2:7]2)[CH2:4]1.Cl.CCN(C(C)C)C(C)C.C([O-])([O-])=O.[Cs+].[Cs+].[O:28]1[C:36]2[C:31](=[N:32][CH:33]=[CH:34][CH:35]=2)[N:30]=[C:29]1[N:37]=[C:38](SC)SC. The catalyst is CN(C=O)C. The product is [O:28]1[C:36]2[C:31](=[N:32][CH:33]=[CH:34][CH:35]=2)[N:30]=[C:29]1[NH:37][C:38]1[O:11][C@:3]2([CH2:2][N:1]=1)[CH:8]1[CH2:7][CH2:6][N:5]([CH2:10][CH2:9]1)[CH2:4]2. The yield is 0.860. (6) The yield is 0.990. The catalyst is C(O)C. The product is [CH3:1][O:2][C:3]1[CH:4]=[C:5]([CH2:6][OH:7])[CH:8]=[CH:9][C:10]=1[O:11][C:12]1[CH:17]=[CH:16][CH:15]=[C:14]([C:18]([F:19])([F:21])[F:20])[CH:13]=1. The reactants are [CH3:1][O:2][C:3]1[CH:4]=[C:5]([CH:8]=[CH:9][C:10]=1[O:11][C:12]1[CH:17]=[CH:16][CH:15]=[C:14]([C:18]([F:21])([F:20])[F:19])[CH:13]=1)[CH:6]=[O:7].[BH4-].[Na+].